Dataset: Forward reaction prediction with 1.9M reactions from USPTO patents (1976-2016). Task: Predict the product of the given reaction. (1) Given the reactants I[C:2]1[CH:3]=[C:4]2[C:8](=[CH:9][CH:10]=1)[N:7]([CH:11]1[CH2:17][CH2:16][CH2:15][N:14]([C:18]([O:20][C:21]([CH3:24])([CH3:23])[CH3:22])=[O:19])[CH2:13][CH2:12]1)[CH2:6][CH2:5]2.[C:25]1([S:31]([O-:33])=[O:32])[CH:30]=[CH:29][CH:28]=[CH:27][CH:26]=1.[Na+], predict the reaction product. The product is: [C:25]1([S:31]([C:2]2[CH:3]=[C:4]3[C:8](=[CH:9][CH:10]=2)[N:7]([CH:11]2[CH2:17][CH2:16][CH2:15][N:14]([C:18]([O:20][C:21]([CH3:24])([CH3:23])[CH3:22])=[O:19])[CH2:13][CH2:12]2)[CH2:6][CH2:5]3)(=[O:33])=[O:32])[CH:30]=[CH:29][CH:28]=[CH:27][CH:26]=1. (2) Given the reactants [F:1][CH:2]([F:19])[C:3]1([C:11]2[CH:16]=[CH:15][CH:14]=[C:13]([F:17])[C:12]=2[CH3:18])[CH:9]2[CH:7]([CH2:8]2)[O:6][C:5]([NH2:10])=[N:4]1.[N+:20]([O-])([O-:22])=[O:21].[Na+].[O-]P([O-])([O-])=O.[K+].[K+].[K+].C(=O)(O)[O-].[Na+], predict the reaction product. The product is: [F:19][CH:2]([F:1])[C:3]1([C:11]2[CH:16]=[C:15]([N+:20]([O-:22])=[O:21])[CH:14]=[C:13]([F:17])[C:12]=2[CH3:18])[CH:9]2[CH:7]([CH2:8]2)[O:6][C:5]([NH2:10])=[N:4]1.